Dataset: Full USPTO retrosynthesis dataset with 1.9M reactions from patents (1976-2016). Task: Predict the reactants needed to synthesize the given product. Given the product [F:1][C:2]1[CH:3]=[CH:4][C:5]([O:18][CH3:19])=[C:6]([C:8]2[CH:13]=[CH:12][N:11]=[C:10]3[N:14]([CH2:27][O:26][CH2:25][CH2:24][Si:23]([CH3:30])([CH3:29])[CH3:22])[CH:15]=[C:16]([I:17])[C:9]=23)[CH:7]=1, predict the reactants needed to synthesize it. The reactants are: [F:1][C:2]1[CH:3]=[CH:4][C:5]([O:18][CH3:19])=[C:6]([C:8]2[CH:13]=[CH:12][N:11]=[C:10]3[NH:14][CH:15]=[C:16]([I:17])[C:9]=23)[CH:7]=1.[H-].[Na+].[CH3:22][Si:23]([CH3:30])([CH3:29])[CH2:24][CH2:25][O:26][CH2:27]Cl.